From a dataset of Peptide-MHC class II binding affinity with 134,281 pairs from IEDB. Regression. Given a peptide amino acid sequence and an MHC pseudo amino acid sequence, predict their binding affinity value. This is MHC class II binding data. (1) The peptide sequence is YDMFNLLLMKPLGIE. The MHC is H-2-IAb with pseudo-sequence H-2-IAb. The binding affinity (normalized) is 0.185. (2) The peptide sequence is DVNASFRAAMATTAN. The MHC is HLA-DQA10102-DQB10502 with pseudo-sequence HLA-DQA10102-DQB10502. The binding affinity (normalized) is 0.579. (3) The peptide sequence is RSLPPIVKDASIQVV. The MHC is HLA-DQA10301-DQB10302 with pseudo-sequence HLA-DQA10301-DQB10302. The binding affinity (normalized) is 0.477. (4) The peptide sequence is GTKTPVSPGEMRLRD. The MHC is HLA-DQA10201-DQB10301 with pseudo-sequence HLA-DQA10201-DQB10301. The binding affinity (normalized) is 0.305. (5) The peptide sequence is VIFILLMLVTPSMTM. The MHC is DRB1_0101 with pseudo-sequence DRB1_0101. The binding affinity (normalized) is 0.455.